Dataset: Forward reaction prediction with 1.9M reactions from USPTO patents (1976-2016). Task: Predict the product of the given reaction. (1) The product is: [F:14][C:11]([F:12])([F:13])[O:10][C:9]1[CH:8]=[C:7]([CH:4]=[CH:3][C:2]=1[C:17]1[C:16]([CH3:15])=[CH:25][C:24]2[C:23]([CH3:27])([CH3:26])[CH2:22][CH2:21][C:20]([CH3:29])([CH3:28])[C:19]=2[CH:18]=1)[CH:33]=[O:35]. Given the reactants Br[C:2]1[CH:3]=[C:4]([CH:7]=[CH:8][C:9]=1[O:10][C:11]([F:14])([F:13])[F:12])C=O.[CH3:15][C:16]1[C:17](B(O)O)=[CH:18][C:19]2[C:20]([CH3:29])([CH3:28])[CH2:21][CH2:22][C:23]([CH3:27])([CH3:26])[C:24]=2[CH:25]=1.[CH2:33]([OH:35])C.C(=O)([O-])[O-].[K+].[K+], predict the reaction product. (2) Given the reactants Cl.FC1C=C(C=CC=1)CN1C=C(C2C3C(=NC=C(C4C=CC(C5CCNCC5)=CC=4)C=3)N(S(C3C=CC(C)=CC=3)(=O)=O)C=2)C=N1.[F:46][C:47]1[CH:48]=[C:49]([C:60]2[CH:61]=[C:62]3[C:68]([C:69]4[CH:70]=[N:71][N:72]([CH2:74][C:75]5[CH:80]=[CH:79][CH:78]=[C:77]([F:81])[CH:76]=5)[CH:73]=4)=[CH:67][N:66](S(C4C=CC(C)=CC=4)(=O)=O)[C:63]3=[N:64][CH:65]=2)[CH:50]=[N:51][C:52]=1[N:53]1[CH2:58][CH2:57][N:56]([CH3:59])[CH2:55][CH2:54]1.[OH-].[Li+], predict the reaction product. The product is: [F:46][C:47]1[CH:48]=[C:49]([C:60]2[CH:61]=[C:62]3[C:68]([C:69]4[CH:70]=[N:71][N:72]([CH2:74][C:75]5[CH:80]=[CH:79][CH:78]=[C:77]([F:81])[CH:76]=5)[CH:73]=4)=[CH:67][NH:66][C:63]3=[N:64][CH:65]=2)[CH:50]=[N:51][C:52]=1[N:53]1[CH2:54][CH2:55][N:56]([CH3:59])[CH2:57][CH2:58]1.